From a dataset of Forward reaction prediction with 1.9M reactions from USPTO patents (1976-2016). Predict the product of the given reaction. (1) Given the reactants [Cl:1][CH2:2][CH2:3][S:4](Cl)(=[O:6])=[O:5].CS(O)(=O)=O.[NH2:13][CH2:14][C:15]1[CH:22]=[CH:21][C:18]([C:19]#[N:20])=[CH:17][CH:16]=1.N1C=CC=CC=1.C(C1C=CC(CNS(C=C)(=O)=O)=CC=1)#N, predict the reaction product. The product is: [C:14]([C:15]1[CH:22]=[CH:21][C:18]([CH2:19][NH:20][S:4]([CH2:3][CH2:2][Cl:1])(=[O:6])=[O:5])=[CH:17][CH:16]=1)#[N:13]. (2) Given the reactants CO[C:3]([C:5]1[CH:6]=[N:7][CH:8]=[CH:9][CH:10]=1)=[O:4].[CH3:11][C:12]([CH3:14])=[O:13].C[O-].[Na+], predict the reaction product. The product is: [N:7]1[CH:8]=[CH:9][CH:10]=[C:5]([C:3](=[O:4])[CH2:11][C:12](=[O:13])[CH3:14])[CH:6]=1. (3) Given the reactants C[O:2][C:3]1[CH:12]=[C:11]2[C:6]([CH:7]=[CH:8][C:9]([NH2:17])=[C:10]2[C:13]([F:16])([F:15])[F:14])=[CH:5][CH:4]=1.B(Br)(Br)Br, predict the reaction product. The product is: [NH2:17][C:9]1[C:10]([C:13]([F:14])([F:15])[F:16])=[C:11]2[C:6]([CH:5]=[CH:4][C:3]([OH:2])=[CH:12]2)=[CH:7][CH:8]=1. (4) Given the reactants [CH3:1][C:2]([CH3:4])=[O:3].[O:5]1[C:10]2[CH:11]=[CH:12][CH:13]=[CH:14][C:9]=2[CH:8]=[CH:7][NH:6]1, predict the reaction product. The product is: [O:5]1[C:10]2[CH:11]=[CH:12][CH:13]=[CH:14][C:9]=2[CH:8]=[CH:7][NH:6]1.[CH3:1][C:2](=[O:3])[CH2:4][CH3:7].